Dataset: Full USPTO retrosynthesis dataset with 1.9M reactions from patents (1976-2016). Task: Predict the reactants needed to synthesize the given product. (1) Given the product [N+:22]([C:17]1[CH:16]=[C:15]([C:14]([O:13][CH3:12])=[O:25])[CH:20]=[CH:19][C:18]=1[C:2]1[C:3]([C:4]([O:6][CH3:7])=[O:5])=[CH:8][CH:9]=[CH:10][CH:11]=1)([O-:24])=[O:23], predict the reactants needed to synthesize it. The reactants are: I[C:2]1[CH:11]=[CH:10][CH:9]=[CH:8][C:3]=1[C:4]([O:6][CH3:7])=[O:5].[CH3:12][O:13][C:14](=[O:25])[C:15]1[CH:20]=[CH:19][C:18](Br)=[C:17]([N+:22]([O-:24])=[O:23])[CH:16]=1. (2) The reactants are: C(OC([NH:8][C@@H:9]([CH2:41][C:42]1[CH:47]=[CH:46][CH:45]=[CH:44][CH:43]=1)[CH2:10][C@@H:11]1[O:15]C(C)(C)[N:13]([C:18]([O:20][CH2:21][C:22]2[CH:27]=[CH:26][CH:25]=[CH:24][CH:23]=2)=[O:19])[C@H:12]1[CH2:28][C:29]1[CH:34]=[CH:33][C:32]([C:35]2[CH:36]=[N:37][CH:38]=[CH:39][CH:40]=2)=[CH:31][CH:30]=1)=O)(C)(C)C.Cl. Given the product [NH2:8][C@@H:9]([CH2:41][C:42]1[CH:43]=[CH:44][CH:45]=[CH:46][CH:47]=1)[CH2:10][C@H:11]([OH:15])[C@@H:12]([NH:13][C:18](=[O:19])[O:20][CH2:21][C:22]1[CH:23]=[CH:24][CH:25]=[CH:26][CH:27]=1)[CH2:28][C:29]1[CH:30]=[CH:31][C:32]([C:35]2[CH:36]=[N:37][CH:38]=[CH:39][CH:40]=2)=[CH:33][CH:34]=1, predict the reactants needed to synthesize it. (3) Given the product [CH2:11]([N:18]([CH:19]1[CH2:20][CH2:21][CH2:22][CH2:23]1)[C:2]1[CH:3]=[CH:4][C:5]2[N:6]([N:8]=[CH:9][N:10]=2)[N:7]=1)[C:12]1[CH:17]=[CH:16][CH:15]=[CH:14][CH:13]=1, predict the reactants needed to synthesize it. The reactants are: Cl[C:2]1[CH:3]=[CH:4][C:5]2[N:6]([N:8]=[CH:9][N:10]=2)[N:7]=1.[CH2:11]([NH:18][CH:19]1[CH2:23][CH2:22][CH2:21][CH2:20]1)[C:12]1[CH:17]=[CH:16][CH:15]=[CH:14][CH:13]=1. (4) Given the product [ClH:39].[CH3:34][N:35]([CH3:36])[CH2:37][CH2:38][N:21]1[C:20](=[O:30])[C:19]2([CH2:18][CH2:17][N:16]([CH2:15][CH2:14][C:9]3[CH:10]=[CH:11][CH:12]=[CH:13][C:8]=3[C:4]3[S:3][CH:7]=[CH:6][CH:5]=3)[CH2:32][CH2:31]2)[N:23]([C:24]2[CH:29]=[CH:28][CH:27]=[CH:26][CH:25]=2)[CH2:22]1, predict the reactants needed to synthesize it. The reactants are: [H-].[Na+].[S:3]1[CH:7]=[CH:6][CH:5]=[C:4]1[C:8]1[CH:13]=[CH:12][CH:11]=[CH:10][C:9]=1[CH2:14][CH2:15][N:16]1[CH2:32][CH2:31][C:19]2([N:23]([C:24]3[CH:29]=[CH:28][CH:27]=[CH:26][CH:25]=3)[CH2:22][NH:21][C:20]2=[O:30])[CH2:18][CH2:17]1.Cl.[CH3:34][N:35]([CH2:37][CH2:38][Cl:39])[CH3:36]. (5) The reactants are: [Br:1]N1C(=O)CCC1=O.[Br:9][C:10]1[CH:11]=[CH:12][C:13]([CH3:20])=[C:14]([C:16]([F:19])([F:18])[F:17])[CH:15]=1. Given the product [Br:9][C:10]1[CH:11]=[CH:12][C:13]([CH2:20][Br:1])=[C:14]([C:16]([F:17])([F:18])[F:19])[CH:15]=1, predict the reactants needed to synthesize it. (6) Given the product [C:16]([C:20]1[CH:21]=[CH:22][C:23]([C:26]2[N:30]=[C:29]([C:31]3[CH:35]=[C:34]([CH3:36])[N:33]([CH2:14][C:12]4[CH:11]=[CH:10][N:9]=[C:8]([Cl:7])[CH:13]=4)[N:32]=3)[O:28][N:27]=2)=[CH:24][CH:25]=1)([CH3:19])([CH3:18])[CH3:17], predict the reactants needed to synthesize it. The reactants are: CC([O-])(C)C.[K+].[Cl:7][C:8]1[CH:13]=[C:12]([CH2:14]Cl)[CH:11]=[CH:10][N:9]=1.[C:16]([C:20]1[CH:25]=[CH:24][C:23]([C:26]2[N:30]=[C:29]([C:31]3[CH:35]=[C:34]([CH3:36])[NH:33][N:32]=3)[O:28][N:27]=2)=[CH:22][CH:21]=1)([CH3:19])([CH3:18])[CH3:17].O. (7) Given the product [CH3:22][C:21]([C:25]1[CH:30]=[CH:29][CH:28]=[CH:27][CH:26]=1)([CH3:24])[CH2:23][O:1][N:2]1[C:7]([CH3:9])([CH3:8])[CH2:6][CH:5]([O:10][C:11](=[O:18])[C:12]2[CH:17]=[CH:16][CH:15]=[CH:14][CH:13]=2)[CH2:4][C:3]1([CH3:20])[CH3:19], predict the reactants needed to synthesize it. The reactants are: [OH:1][N:2]1[C:7]([CH3:9])([CH3:8])[CH2:6][CH:5]([O:10][C:11](=[O:18])[C:12]2[CH:17]=[CH:16][CH:15]=[CH:14][CH:13]=2)[CH2:4][C:3]1([CH3:20])[CH3:19].[C:21]([C:25]1[CH:30]=[CH:29][CH:28]=[CH:27][CH:26]=1)([CH3:24])([CH3:23])[CH3:22].OO.S([O-])([O-])=O.[Na+].[Na+]. (8) Given the product [CH:1]1([S:7][CH:8]([C:12]2[CH:17]=[CH:16][C:15]([Cl:18])=[C:14]([Cl:19])[CH:13]=2)[C:9]([NH:20][C:21]2[CH:26]=[CH:25][CH:24]=[CH:23][N:22]=2)=[O:11])[CH2:2][CH2:3][CH2:4][CH2:5][CH2:6]1, predict the reactants needed to synthesize it. The reactants are: [CH:1]1([S:7][CH:8]([C:12]2[CH:17]=[CH:16][C:15]([Cl:18])=[C:14]([Cl:19])[CH:13]=2)[C:9]([OH:11])=O)[CH2:6][CH2:5][CH2:4][CH2:3][CH2:2]1.[NH2:20][C:21]1[CH:26]=[CH:25][CH:24]=[CH:23][N:22]=1. (9) Given the product [Cl:12][C:11]1[C:2]([NH:19][S:16]([CH2:13][CH2:14][CH3:15])(=[O:18])=[O:17])=[N:3][C:4]2[C:9]([N:10]=1)=[CH:8][CH:7]=[CH:6][CH:5]=2, predict the reactants needed to synthesize it. The reactants are: Cl[C:2]1[C:11]([Cl:12])=[N:10][C:9]2[C:4](=[CH:5][CH:6]=[CH:7][CH:8]=2)[N:3]=1.[CH2:13]([S:16]([NH2:19])(=[O:18])=[O:17])[CH2:14][CH3:15].C(=O)([O-])[O-].[K+].[K+].C(O)(=O)C.